Dataset: Full USPTO retrosynthesis dataset with 1.9M reactions from patents (1976-2016). Task: Predict the reactants needed to synthesize the given product. Given the product [Br:10][C:11]1[CH:12]=[C:13]([CH:14]2[CH2:19][C:20]([CH3:22])([CH3:21])[C:6]3[C:5](=[C:4]([CH3:9])[CH:3]=[C:2]([F:1])[CH:7]=3)[NH:8]2)[CH:16]=[CH:17][CH:18]=1, predict the reactants needed to synthesize it. The reactants are: [F:1][C:2]1[CH:7]=[CH:6][C:5]([NH2:8])=[C:4]([CH3:9])[CH:3]=1.[Br:10][C:11]1[CH:12]=[C:13]([CH:16]=[CH:17][CH:18]=1)[CH:14]=O.[CH2:19]=[C:20]([CH3:22])[CH3:21].FC(F)(F)S([O-])(=O)=O.[Yb+3].FC(F)(F)S([O-])(=O)=O.FC(F)(F)S([O-])(=O)=O.